The task is: Predict the reactants needed to synthesize the given product.. This data is from Full USPTO retrosynthesis dataset with 1.9M reactions from patents (1976-2016). (1) Given the product [Br:1][C:2]1[CH:3]=[C:4]2[C:8](=[CH:9][CH:10]=1)[N:7]([CH2:23][CH2:24][N:25]1[CH2:29][CH2:28][CH2:27][CH2:26]1)[N:6]=[C:5]2[C:11]([F:14])([F:13])[F:12], predict the reactants needed to synthesize it. The reactants are: [Br:1][C:2]1[CH:3]=[C:4]2[C:8](=[CH:9][CH:10]=1)[NH:7][N:6]=[C:5]2[C:11]([F:14])([F:13])[F:12].C([O-])([O-])=O.[Cs+].[Cs+].Cl.Cl[CH2:23][CH2:24][N:25]1[CH2:29][CH2:28][CH2:27][CH2:26]1. (2) Given the product [CH3:22][O:21][C:20]1[C:3](=[O:2])[C:4]([CH3:27])=[C:5]([CH2:6][C:7]2[CH:8]=[CH:9][C:10]([O:16][CH3:17])=[C:11]([CH:15]=2)[C:12]([OH:14])=[O:13])[C:18](=[O:25])[C:19]=1[O:23][CH3:24], predict the reactants needed to synthesize it. The reactants are: C[O:2][C:3]1[C:4]([CH3:27])=[C:5]([C:18]([O:25]C)=[C:19]([O:23][CH3:24])[C:20]=1[O:21][CH3:22])[CH2:6][C:7]1[CH:8]=[CH:9][C:10]([O:16][CH3:17])=[C:11]([CH:15]=1)[C:12]([OH:14])=[O:13].O=[N+]([O-])[O-].[O-][N+](=O)[O-].[O-][N+](=O)[O-].[O-][N+](=O)[O-].[O-][N+](=O)[O-].[O-][N+](=O)[O-].[Ce+4].[NH4+].[NH4+].